Dataset: Forward reaction prediction with 1.9M reactions from USPTO patents (1976-2016). Task: Predict the product of the given reaction. (1) Given the reactants [Cl:1][C:2]1[CH:3]=[C:4]([NH:11][S:12]([C:15]2[CH:20]=[CH:19][C:18]([Cl:21])=[C:17]([C:22]([F:25])([F:24])[F:23])[CH:16]=2)(=[O:14])=[O:13])[C:5]([C:8](O)=[O:9])=[N:6][CH:7]=1.[NH:26]1[C:35]2[C:30](=[CH:31][CH:32]=[CH:33][N:34]=2)[CH2:29][CH2:28][CH2:27]1.[N:36]1[C:45]2[C:40](=[CH:41][CH:42]=[CH:43][N:44]=2)[CH:39]=[CH:38][CH:37]=1.F[P-](F)(F)(F)(F)F.N1(O[P+](N(C)C)(N(C)C)N(C)C)C2C=CC=CC=2N=N1.CCN(C(C)C)C(C)C, predict the reaction product. The product is: [NH:34]1[C:35]2[C:30](=[CH:29][CH:28]=[CH:27][N:26]=2)[CH2:31][CH2:32][CH2:33]1.[Cl:21][C:18]1[CH:19]=[CH:20][C:15]([S:12]([NH:11][C:4]2[C:5]([C:8]([N:44]3[C:45]4[C:40](=[CH:39][CH:38]=[CH:37][N:36]=4)[CH2:41][CH2:42][CH2:43]3)=[O:9])=[N:6][CH:7]=[C:2]([Cl:1])[CH:3]=2)(=[O:13])=[O:14])=[CH:16][C:17]=1[C:22]([F:25])([F:23])[F:24]. (2) Given the reactants C([O:3][C:4]([C:6]1[CH:11]=[C:10](Cl)[N:9]2[N:13]=[C:14]([C:16]3[CH:21]=[CH:20][CH:19]=[CH:18][CH:17]=3)[CH:15]=[C:8]2[N:7]=1)=[O:5])C.C(OC(C1C=CN2N=CC(C3C=CC=C(Cl)C=3)=C2N=1)=O)C, predict the reaction product. The product is: [C:16]1([C:14]2[CH:15]=[C:8]3[N:7]=[C:6]([C:4]([OH:5])=[O:3])[CH:11]=[CH:10][N:9]3[N:13]=2)[CH:17]=[CH:18][CH:19]=[CH:20][CH:21]=1. (3) Given the reactants [F:1][C:2]1[CH:3]=[C:4]([CH:7]=[CH:8][CH:9]=1)[CH2:5][OH:6].[N+](=[CH:12][C:13]([O:15][CH2:16][CH3:17])=[O:14])=[N-], predict the reaction product. The product is: [CH2:16]([O:15][C:13](=[O:14])[CH2:12][O:6][CH2:5][C:4]1[CH:7]=[CH:8][CH:9]=[C:2]([F:1])[CH:3]=1)[CH3:17]. (4) Given the reactants [F:1][C:2]([C:6]1[CH:11]=[CH:10][C:9]([CH3:12])=[CH:8][N:7]=1)([F:5])[CH2:3]I.[N-:13]=[N+:14]=[N-:15].[Na+], predict the reaction product. The product is: [N:13]([CH2:3][C:2]([C:6]1[CH:11]=[CH:10][C:9]([CH3:12])=[CH:8][N:7]=1)([F:5])[F:1])=[N+:14]=[N-:15]. (5) Given the reactants C(OC([N:8]1[CH2:13][CH2:12][CH:11]([N:14]2[C@H:18]([C:19]3[CH:24]=[CH:23][CH:22]=[CH:21][CH:20]=3)[CH2:17][N:16]([C:25]([O:27][CH3:28])=[O:26])[C:15]2=[O:29])[CH2:10][CH2:9]1)=O)(C)(C)C.C(O)(C(F)(F)F)=O, predict the reaction product. The product is: [CH3:28][O:27][C:25]([N:16]1[CH2:17][C@@H:18]([C:19]2[CH:24]=[CH:23][CH:22]=[CH:21][CH:20]=2)[N:14]([CH:11]2[CH2:12][CH2:13][NH:8][CH2:9][CH2:10]2)[C:15]1=[O:29])=[O:26]. (6) Given the reactants [Si:1]([O:8][CH2:9][CH:10]([OH:15])[CH2:11][N:12]([CH3:14])[CH3:13])([C:4]([CH3:7])([CH3:6])[CH3:5])([CH3:3])[CH3:2].[H-].[Na+].CS(O[CH2:23][CH2:24][CH2:25][CH2:26][CH2:27][CH2:28][CH2:29][CH2:30]/[CH:31]=[CH:32]\[CH2:33]/[CH:34]=[CH:35]\[CH2:36][CH2:37][CH2:38][CH2:39][CH3:40])(=O)=O, predict the reaction product. The product is: [Si:1]([O:8][CH2:9][CH:10]([O:15][CH2:23][CH2:24][CH2:25][CH2:26][CH2:27][CH2:28][CH2:29][CH2:30]/[CH:31]=[CH:32]\[CH2:33]/[CH:34]=[CH:35]\[CH2:36][CH2:37][CH2:38][CH2:39][CH3:40])[CH2:11][N:12]([CH3:14])[CH3:13])([C:4]([CH3:7])([CH3:6])[CH3:5])([CH3:3])[CH3:2]. (7) Given the reactants [Br:1][C:2]1[C:7](=[O:8])[N:6]2[CH:9]=[CH:10][CH:11]=[CH:12][C:5]2=[N:4][C:3]=1[CH3:13].COC[CH:17]([O:19][C:20]1[CH:27]=[CH:26][CH:25]=[CH:24][C:21]=1[CH:22]=O)[CH3:18].[O-:28][CH2:29]C.[Na+].[CH2:32](O)C, predict the reaction product. The product is: [Br:1][C:2]1[C:7](=[O:8])[N:6]2[CH:9]=[CH:10][CH:11]=[CH:12][C:5]2=[N:4][C:3]=1/[CH:13]=[CH:22]/[C:21]1[CH:24]=[CH:25][CH:26]=[C:27]([O:28][CH3:29])[C:20]=1[O:19][CH2:17][CH2:18][CH3:32]. (8) Given the reactants Br[C:2]1[CH:3]=[C:4]2[C:8](=[CH:9][CH:10]=1)[NH:7][N:6]=[C:5]2[CH3:11].B1(B2OC(C)(C)C(C)(C)O2)OC(C)(C)C(C)(C)O1.C(P(C12CC3CC(CC(C3)C1)C2)C12CC3CC(CC(C3)C1)C2)CCC.C([O-])(=O)C.[K+].Br[C:61]1[CH:62]=[C:63]([NH:67][CH:68]([C:75]2[CH:80]=[CH:79][CH:78]=[CH:77][CH:76]=2)[CH2:69][NH:70][S:71]([CH3:74])(=[O:73])=[O:72])[CH:64]=[N:65][CH:66]=1.C(=O)([O-])[O-].[K+].[K+], predict the reaction product. The product is: [CH3:11][C:5]1[C:4]2[C:8](=[CH:9][CH:10]=[C:2]([C:61]3[CH:62]=[C:63]([NH:67][CH:68]([C:75]4[CH:80]=[CH:79][CH:78]=[CH:77][CH:76]=4)[CH2:69][NH:70][S:71]([CH3:74])(=[O:72])=[O:73])[CH:64]=[N:65][CH:66]=3)[CH:3]=2)[NH:7][N:6]=1. (9) Given the reactants [CH2:1]([N:3]([CH:11]1[CH2:16][CH2:15][CH2:14][CH:13]([C:17]2[C:25]3[C:20](=[CH:21][CH:22]=[C:23]([N+:26]([O-])=O)[CH:24]=3)[NH:19][CH:18]=2)[CH2:12]1)[C:4](=[O:10])[O:5][C:6]([CH3:9])([CH3:8])[CH3:7])[CH3:2].O.NN, predict the reaction product. The product is: [NH2:26][C:23]1[CH:24]=[C:25]2[C:20](=[CH:21][CH:22]=1)[NH:19][CH:18]=[C:17]2[CH:13]1[CH2:14][CH2:15][CH2:16][CH:11]([N:3]([CH2:1][CH3:2])[C:4](=[O:10])[O:5][C:6]([CH3:7])([CH3:8])[CH3:9])[CH2:12]1.